Dataset: Catalyst prediction with 721,799 reactions and 888 catalyst types from USPTO. Task: Predict which catalyst facilitates the given reaction. (1) Reactant: [CH2:1]([N:3]1[C:7]([O:8][C:9]2[CH:14]=[CH:13][C:12]([CH:15]=[O:16])=[CH:11][CH:10]=2)=[CH:6][C:5]([C:17]2[CH:18]=[C:19]([C:23]([NH:26][S:27]([CH2:30][C:31]([F:34])([F:33])[F:32])(=[O:29])=[O:28])([CH3:25])[CH3:24])[CH:20]=[CH:21][CH:22]=2)=[N:4]1)[CH3:2].C(=O)([O-])[O-].[K+].[K+].CC1C=CC(S([CH2:51][N+:52]#[C-:53])(=O)=O)=CC=1.[N+](CS(C1C=CC(C)=CC=1)(=O)=O)#[C-]. Product: [CH2:1]([N:3]1[C:7]([O:8][C:9]2[CH:10]=[CH:11][C:12]([C:15]3[O:16][CH:53]=[N:52][CH:51]=3)=[CH:13][CH:14]=2)=[CH:6][C:5]([C:17]2[CH:18]=[C:19]([C:23]([NH:26][S:27]([CH2:30][C:31]([F:34])([F:32])[F:33])(=[O:28])=[O:29])([CH3:25])[CH3:24])[CH:20]=[CH:21][CH:22]=2)=[N:4]1)[CH3:2]. The catalyst class is: 24. (2) Reactant: [O:1]=[C:2]1[CH2:6][CH2:5][CH:4]([C:7]([OH:9])=[O:8])[CH2:3]1.C(NC(=NC(C)C)O[C:16]([CH3:19])([CH3:18])[CH3:17])(C)C. Product: [O:1]=[C:2]1[CH2:6][CH2:5][CH:4]([C:7]([O:9][C:16]([CH3:19])([CH3:18])[CH3:17])=[O:8])[CH2:3]1. The catalyst class is: 4. (3) Reactant: [N:1]1([NH:10][C:11]([C:13]2[CH:14]=[N:15][C:16]([C:19]3[CH:24]=[CH:23][CH:22]=[C:21]([F:25])[CH:20]=3)=[N:17][CH:18]=2)=[O:12])[C:9]2[C:4](=[CH:5][CH:6]=[CH:7][CH:8]=2)[CH2:3][CH2:2]1. Product: [N:1]1([NH:10][C:11]([C:13]2[CH:14]=[N:15][C:16]([C:19]3[CH:24]=[CH:23][CH:22]=[C:21]([F:25])[CH:20]=3)=[N:17][CH:18]=2)=[O:12])[C:9]2[C:4](=[CH:5][CH:6]=[CH:7][CH:8]=2)[CH:3]=[CH:2]1. The catalyst class is: 177.